From a dataset of Forward reaction prediction with 1.9M reactions from USPTO patents (1976-2016). Predict the product of the given reaction. (1) The product is: [CH2:38]([OH:39])[C@H:10]1[O:9][C:8](=[O:53])[C@H:13]([OH:14])[C@@H:12]([OH:22])[C@@H:11]1[OH:30]. Given the reactants ClC1C=CC([C@H:8]2[C@H:13]([O:14]CC3C=CC=CC=3)[C@@H:12]([O:22]CC3C=CC=CC=3)[C@H:11]([O:30]CC3C=CC=CC=3)[C@@H:10]([CH2:38][O:39]CC3C=CC=CC=3)[O:9]2)=CC=1CC(=N)NN.C(C=O)=[O:53], predict the reaction product. (2) Given the reactants CO[N:3]=[C:4]1[C:12]2[C:7](=[CH:8][N:9]=[C:10]([Cl:13])[CH:11]=2)[O:6][CH2:5]1.B, predict the reaction product. The product is: [Cl:13][C:10]1[CH:11]=[C:12]2[CH:4]([NH2:3])[CH2:5][O:6][C:7]2=[CH:8][N:9]=1.